This data is from Catalyst prediction with 721,799 reactions and 888 catalyst types from USPTO. The task is: Predict which catalyst facilitates the given reaction. (1) Reactant: [CH:1]1([N:4]2[C:13]([C:14]#[N:15])=[C:12]([C:16]3[CH:21]=[CH:20][CH:19]=[C:18]([F:22])[CH:17]=3)[C:11]3[C:6](=[CH:7][CH:8]=[C:9]([OH:23])[CH:10]=3)[C:5]2=[O:24])[CH2:3][CH2:2]1.C([O-])([O-])=O.[K+].[K+].[CH2:31]([O:38][CH2:39][CH2:40]Br)[C:32]1[CH:37]=[CH:36][CH:35]=[CH:34][CH:33]=1. Product: [CH2:31]([O:38][CH2:39][CH2:40][O:23][C:9]1[CH:10]=[C:11]2[C:6](=[CH:7][CH:8]=1)[C:5](=[O:24])[N:4]([CH:1]1[CH2:2][CH2:3]1)[C:13]([C:14]#[N:15])=[C:12]2[C:16]1[CH:21]=[CH:20][CH:19]=[C:18]([F:22])[CH:17]=1)[C:32]1[CH:37]=[CH:36][CH:35]=[CH:34][CH:33]=1. The catalyst class is: 3. (2) Reactant: [Cl:1][C:2]1[CH:31]=[CH:30][CH:29]=[C:28]([Cl:32])[C:3]=1[O:4][C:5]1[CH:10]=[CH:9][C:8]2[C:11]3([CH2:26][O:27][C:7]=2[CH:6]=1)[CH2:16][CH2:15][N:14]([CH2:17][CH2:18][C:19]([O:21]C(C)(C)C)=[O:20])[CH2:13][CH2:12]3.O1CCOCC1. Product: [ClH:1].[Cl:32][C:28]1[CH:29]=[CH:30][CH:31]=[C:2]([Cl:1])[C:3]=1[O:4][C:5]1[CH:10]=[CH:9][C:8]2[C:11]3([CH2:26][O:27][C:7]=2[CH:6]=1)[CH2:16][CH2:15][N:14]([CH2:17][CH2:18][C:19]([OH:21])=[O:20])[CH2:13][CH2:12]3. The catalyst class is: 33. (3) Reactant: C([N:8]1[CH2:13][CH2:12][C:11]2[C:14]3[CH:20]=[CH:19][CH:18]=[CH:17][C:15]=3[O:16][C:10]=2[CH2:9]1)C1C=CC=CC=1.Cl[C:22]([O:24][CH3:25])=[O:23]. Product: [CH2:9]1[C:10]2[O:16][C:15]3[CH:17]=[CH:18][CH:19]=[CH:20][C:14]=3[C:11]=2[CH2:12][CH2:13][N:8]1[C:22]([O:24][CH3:25])=[O:23]. The catalyst class is: 68. (4) Reactant: CN(C)C=O.CS([O:10][CH2:11][CH2:12][C:13]([CH3:17])=[C:14]([F:16])[F:15])(=O)=O.[CH2:18]([C:25]1[N:30]=[C:29]([CH3:31])[C:28]([C:32](O)=[O:33])=[CH:27][N:26]=1)[C:19]1[CH:24]=[CH:23][CH:22]=[CH:21][CH:20]=1.C(=O)([O-])O.[Na+]. Product: [CH2:18]([C:25]1[N:30]=[C:29]([CH3:31])[C:28]([C:32]([O:10][CH2:11][CH2:12][C:13]([CH3:17])=[C:14]([F:16])[F:15])=[O:33])=[CH:27][N:26]=1)[C:19]1[CH:20]=[CH:21][CH:22]=[CH:23][CH:24]=1. The catalyst class is: 6. (5) Reactant: [CH2:1]([O:8][CH2:9][CH2:10][C:11]1[S:15][C:14]2[CH:16]=[CH:17][CH:18]=[CH:19][C:13]=2[C:12]=1Br)[C:2]1[CH:7]=[CH:6][CH:5]=[CH:4][CH:3]=1.CN(CCN(C)C)C.[Li]C(CC)C.[C:34]([C:36]1[CH:41]=[CH:40][CH:39]=[CH:38][N:37]=1)#N.C1C[O:45]CC1. Product: [CH2:1]([O:8][CH2:9][CH2:10][C:11]1[S:15][C:14]2[CH:16]=[CH:17][CH:18]=[CH:19][C:13]=2[C:12]=1[C:34]([C:36]1[CH:41]=[CH:40][CH:39]=[CH:38][N:37]=1)=[O:45])[C:2]1[CH:7]=[CH:6][CH:5]=[CH:4][CH:3]=1. The catalyst class is: 11. (6) Reactant: [C:1]([C:3]1[CH:26]=[CH:25][C:6]([O:7][CH2:8][CH:9]([NH:20][S:21]([CH3:24])(=[O:23])=[O:22])[CH2:10][N:11]2[CH2:18][CH:17]3[CH2:19][CH:13]([CH2:14][NH:15][CH2:16]3)[CH2:12]2)=[CH:5][CH:4]=1)#[N:2].[CH2:27]([N:29]=[C:30]=[O:31])[CH3:28]. Product: [C:1]([C:3]1[CH:4]=[CH:5][C:6]([O:7][CH2:8][CH:9]([NH:20][S:21]([CH3:24])(=[O:22])=[O:23])[CH2:10][N:11]2[CH2:18][CH:17]3[CH2:19][CH:13]([CH2:14][N:15]([C:30]([NH:29][CH2:27][CH3:28])=[O:31])[CH2:16]3)[CH2:12]2)=[CH:25][CH:26]=1)#[N:2]. The catalyst class is: 2.